From a dataset of Forward reaction prediction with 1.9M reactions from USPTO patents (1976-2016). Predict the product of the given reaction. (1) Given the reactants Br[C:2]1C=NC=[C:6](/[CH:8]=[CH:9]/[C:10]2[CH:15]=[C:14]([F:16])[CH:13]=[CH:12][C:11]=2[F:17])[CH:7]=1.[Br:18][C:19]1[N:24]=C(CP(=O)(OCC)OCC)C=C[N:20]=1, predict the reaction product. The product is: [Br:18][C:19]1[N:24]=[C:6](/[CH:8]=[CH:9]/[C:10]2[CH:15]=[C:14]([F:16])[CH:13]=[CH:12][C:11]=2[F:17])[CH:7]=[CH:2][N:20]=1. (2) Given the reactants [N:1]1([C:7]2[CH:14]=[CH:13][C:12]([N+:15]([O-])=O)=[CH:11][C:8]=2[C:9]#[N:10])[CH2:6][CH2:5][CH2:4][CH2:3][CH2:2]1, predict the reaction product. The product is: [N:1]1([C:7]2[CH:14]=[CH:13][C:12]([NH2:15])=[CH:11][C:8]=2[C:9]#[N:10])[CH2:2][CH2:3][CH2:4][CH2:5][CH2:6]1. (3) Given the reactants [F:1][C:2]1[CH:18]=[CH:17][CH:16]=[CH:15][C:3]=1[CH2:4][C:5]1[S:9][C:8]([CH:10]2OCC[O:11]2)=[CH:7][CH:6]=1.C(=O)(O)[O-].[Na+], predict the reaction product. The product is: [F:1][C:2]1[CH:18]=[CH:17][CH:16]=[CH:15][C:3]=1[CH2:4][C:5]1[S:9][C:8]([CH:10]=[O:11])=[CH:7][CH:6]=1. (4) Given the reactants [Br:1][C:2]1[S:6][CH:5]=[C:4]([C:7]([OH:9])=O)[CH:3]=1.[F:10][C:11]1[CH:16]=[CH:15][C:14]([CH2:17][CH2:18][NH:19]C)=[CH:13][CH:12]=1.Cl.C(N=C=NCCCN(C)C)C, predict the reaction product. The product is: [F:10][C:11]1[CH:16]=[CH:15][C:14]([CH2:17][CH2:18][NH:19][C:7]([C:4]2[CH:3]=[C:2]([Br:1])[S:6][CH:5]=2)=[O:9])=[CH:13][CH:12]=1. (5) Given the reactants [F:1][C:2]1[CH:3]=[CH:4][CH:5]=[C:6]2[C:10]=1[N:9]([CH2:11][CH2:12][CH3:13])[N:8]=[C:7]2[C:14]1[CH:19]=[CH:18][C:17]([O:20]C)=[CH:16][C:15]=1[CH3:22].B(Br)(Br)Br.C1CCCCC=1, predict the reaction product. The product is: [F:1][C:2]1[CH:3]=[CH:4][CH:5]=[C:6]2[C:10]=1[N:9]([CH2:11][CH2:12][CH3:13])[N:8]=[C:7]2[C:14]1[CH:19]=[CH:18][C:17]([OH:20])=[CH:16][C:15]=1[CH3:22]. (6) Given the reactants [C:1]1(=[O:11])[O:6][C:4](=O)[C:3]2=[CH:7][CH:8]=[CH:9][CH:10]=[C:2]12.[NH2:12][C:13]1[CH:14]=[C:15]([OH:19])[CH:16]=[CH:17][CH:18]=1, predict the reaction product. The product is: [OH:19][C:15]1[CH:14]=[C:13]([N:12]2[C:1](=[O:11])[C:2]3=[CH:10][CH:9]=[CH:8][CH:7]=[C:3]3[C:4]2=[O:6])[CH:18]=[CH:17][CH:16]=1.